Dataset: Experimentally validated miRNA-target interactions with 360,000+ pairs, plus equal number of negative samples. Task: Binary Classification. Given a miRNA mature sequence and a target amino acid sequence, predict their likelihood of interaction. The miRNA is hsa-miR-4534 with sequence GGAUGGAGGAGGGGUCU. The protein sequence of the target gene is MSKDALNLAQMQEQTLQLEQQSKLKQLVNEDLRKQEESVQKHHQTFLESIRAAGTLFGEGFRAFVTDRDKVTATVAGLTLLAVGVYSAKNATAVTGRYIEARLGKPSLVRETSRITVLEALRHPIQQVSRRLLSRPQDVLEGVVLSPSLEARVRDIAIMTRNIKKNRGLYRHILLYGPPGTGKTLFAKKLALHSGMDYAIMTGGDVAPMGREGVTAMHKLFDWANTSRRGLLLFVDEADAFLRKRATEKISEDLRATLNAFLYRTGQHSNKFMLILASCHPEQFDWAINACIDVMVHFDL.... Result: 1 (interaction).